From a dataset of Full USPTO retrosynthesis dataset with 1.9M reactions from patents (1976-2016). Predict the reactants needed to synthesize the given product. (1) Given the product [NH2:25][C:17]1[N:16]=[C:15]([C:26]2[O:27][CH:28]=[CH:29][CH:30]=2)[C:14]([C:12]2[CH:11]=[CH:10][N:9]=[C:8]([O:5][CH2:4][CH2:3][OH:6])[CH:13]=2)=[C:19]([C:20]2[O:21][CH:22]=[CH:23][CH:24]=2)[N:18]=1, predict the reactants needed to synthesize it. The reactants are: [H-].[Na+].[CH2:3]([OH:6])[CH2:4][OH:5].F[C:8]1[CH:13]=[C:12]([C:14]2[C:15]([C:26]3[O:27][CH:28]=[CH:29][CH:30]=3)=[N:16][C:17]([NH2:25])=[N:18][C:19]=2[C:20]2[O:21][CH:22]=[CH:23][CH:24]=2)[CH:11]=[CH:10][N:9]=1. (2) Given the product [Si:20]([O:27][CH2:28][CH2:29][NH:30][C:2]1[CH:7]=[CH:6][C:5]([N:8]2[CH2:12][CH2:11][N:10]([CH2:13][C:14]([F:17])([F:16])[F:15])[C:9]2=[O:18])=[C:4]([Cl:19])[CH:3]=1)([C:23]([CH3:25])([CH3:26])[CH3:24])([CH3:22])[CH3:21], predict the reactants needed to synthesize it. The reactants are: Br[C:2]1[CH:7]=[CH:6][C:5]([N:8]2[CH2:12][CH2:11][N:10]([CH2:13][C:14]([F:17])([F:16])[F:15])[C:9]2=[O:18])=[C:4]([Cl:19])[CH:3]=1.[Si:20]([O:27][CH2:28][CH2:29][NH2:30])([C:23]([CH3:26])([CH3:25])[CH3:24])([CH3:22])[CH3:21].C([O-])([O-])=O.[Cs+].[Cs+].